This data is from Reaction yield outcomes from USPTO patents with 853,638 reactions. The task is: Predict the reaction yield, written as a fraction of the theoretical maximum amount of product (1.0 means a 100% yield; for example, 0.34 means a 34% yield). (1) The reactants are O[CH2:2][C:3]1[CH:4]=[C:5]2[C:14](=[CH:15][CH:16]=1)[C:13](=[O:17])[C:12]1[CH2:11][CH2:10][C:9]([CH3:19])([CH3:18])[CH2:8][C:7]=1[S:6]2.C1(P(C2C=CC=CC=2)C2C=CC=CC=2)C=CC=CC=1.[Cl:39]C(Cl)(Cl)Cl. The catalyst is ClCCl. The product is [Cl:39][CH2:2][C:3]1[CH:4]=[C:5]2[C:14](=[CH:15][CH:16]=1)[C:13](=[O:17])[C:12]1[CH2:11][CH2:10][C:9]([CH3:19])([CH3:18])[CH2:8][C:7]=1[S:6]2. The yield is 0.950. (2) The reactants are [H-].[Al+3].[Li+].[H-].[H-].[H-].[NH2:7][C:8]1[N:13]=[C:12]([C:14]2[CH:27]=[CH:26][C:17]([O:18][CH:19]([CH3:25])[C:20]([N:22]([CH3:24])[CH3:23])=O)=[CH:16][C:15]=2[CH:28]2[CH2:31][CH2:30][CH2:29]2)[CH:11]=[CH:10][CH:9]=1. No catalyst specified. The product is [CH:28]1([C:15]2[CH:16]=[C:17]([O:18][CH:19]([CH3:25])[CH2:20][N:22]([CH3:24])[CH3:23])[CH:26]=[CH:27][C:14]=2[C:12]2[N:13]=[C:8]([NH2:7])[CH:9]=[CH:10][CH:11]=2)[CH2:31][CH2:30][CH2:29]1. The yield is 0.788. (3) The reactants are [Br:1][C:2]1[CH:7]=[CH:6][C:5]([C:8](=O)[CH2:9][CH:10]([C:13]#[N:14])[C:11]#[N:12])=[CH:4][CH:3]=1.C(O)(=O)C.[CH3:20][S-:21].[Na+]. The catalyst is CO. The product is [Br:1][C:2]1[CH:7]=[CH:6][C:5]([C:8]2[NH:12][C:11]([S:21][CH3:20])=[C:10]([C:13]#[N:14])[CH:9]=2)=[CH:4][CH:3]=1. The yield is 0.680. (4) The product is [C:7]([CH2:6][C:5]1[CH:4]=[C:3]([O:14][CH3:15])[C:2]([F:1])=[CH:10][C:9]=1[C:8]([OH:11])=[O:25])#[N:12]. The reactants are [F:1][C:2]1[CH:10]=[C:9]2[C:5]([CH2:6][C:7](=[N:12]O)[C:8]2=[O:11])=[CH:4][C:3]=1[O:14][CH3:15].[OH-].[Na+].C1(C)C=CC(S(Cl)(=O)=[O:25])=CC=1. No catalyst specified. The yield is 0.900. (5) The reactants are [OH:1][C:2]1[CH:7]=[CH:6][C:5](/[CH:8]=[CH:9]/[C:10]([O:12][CH3:13])=[O:11])=[CH:4][CH:3]=1.[C:14](OC(=O)C)(=[O:16])[CH3:15].N1C=CC=CC=1. No catalyst specified. The product is [C:14]([O:1][C:2]1[CH:3]=[CH:4][C:5](/[CH:8]=[CH:9]/[C:10]([O:12][CH3:13])=[O:11])=[CH:6][CH:7]=1)(=[O:16])[CH3:15]. The yield is 0.930. (6) The reactants are [N:1]1([CH2:6][CH2:7][CH2:8][NH:9][C:10]2[CH:15]=[CH:14][C:13]([N+:16]([O-])=O)=[CH:12][C:11]=2[F:19])[CH:5]=[N:4][N:3]=[N:2]1. The catalyst is C1COCC1.[Pd]. The product is [N:1]1([CH2:6][CH2:7][CH2:8][NH:9][C:10]2[CH:15]=[CH:14][C:13]([NH2:16])=[CH:12][C:11]=2[F:19])[CH:5]=[N:4][N:3]=[N:2]1. The yield is 0.630.